This data is from Peptide-MHC class II binding affinity with 134,281 pairs from IEDB. The task is: Regression. Given a peptide amino acid sequence and an MHC pseudo amino acid sequence, predict their binding affinity value. This is MHC class II binding data. (1) The peptide sequence is EKKYQAATQFEPLAA. The MHC is HLA-DQA10501-DQB10301 with pseudo-sequence HLA-DQA10501-DQB10301. The binding affinity (normalized) is 0.279. (2) The peptide sequence is EAVLEDPYILLVSSK. The MHC is DRB1_1501 with pseudo-sequence DRB1_1501. The binding affinity (normalized) is 0.